Dataset: Full USPTO retrosynthesis dataset with 1.9M reactions from patents (1976-2016). Task: Predict the reactants needed to synthesize the given product. (1) Given the product [F:1][C:2]1[CH:7]=[C:6]2[N:8]=[C:33]([CH3:34])[N:11]([C@H:12]([C:14]3[N:19]=[CH:18][C:17]([F:20])=[CH:16][N:15]=3)[CH3:13])[C:5]2=[N:4][C:3]=1[NH:21][C:22]1[CH:26]=[C:25]([CH3:27])[NH:24][N:23]=1, predict the reactants needed to synthesize it. The reactants are: [F:1][C:2]1[C:3]([NH:21][C:22]2[CH:26]=[C:25]([CH3:27])[NH:24][N:23]=2)=[N:4][C:5]([NH:11][C@H:12]([C:14]2[N:19]=[CH:18][C:17]([F:20])=[CH:16][N:15]=2)[CH3:13])=[C:6]([N+:8]([O-])=O)[CH:7]=1.O.O.Cl[Sn]Cl.[C:33](OCC)(OCC)(OCC)[CH3:34]. (2) Given the product [I:1][C:2]1[CH:7]=[CH:6][C:5]([N:8]=[C:9]2[S:13][CH2:12][C:11]3([CH2:17][CH2:16][CH2:15][CH2:14]3)[N:10]2[CH:21]2[CH2:25][CH2:24][CH2:23][CH2:22]2)=[C:4]([CH2:18][CH2:19][CH3:20])[CH:3]=1, predict the reactants needed to synthesize it. The reactants are: [I:1][C:2]1[CH:7]=[CH:6][C:5]([N:8]=[C:9]2[S:13][CH2:12][C:11]3([CH2:17][CH2:16][CH2:15][CH2:14]3)[NH:10]2)=[C:4]([CH2:18][CH2:19][CH3:20])[CH:3]=1.[CH:21]1(Br)[CH2:25][CH2:24][CH2:23][CH2:22]1. (3) The reactants are: C[CH:2]([CH2:6][CH2:7][CH2:8][CH2:9][C@@H:10]([NH:23][C:24](=[O:44])[C@H:25]([CH2:34][C:35]1[C:40]([CH3:41])=[CH:39][C:38]([OH:42])=[CH:37][C:36]=1[CH3:43])[NH:26][C:27]([O:29][C:30]([CH3:33])([CH3:32])[CH3:31])=[O:28])[C:11](=[O:22])[NH:12][CH2:13][CH2:14][CH2:15][C:16]1[CH:21]=[CH:20][CH:19]=[CH:18][CH:17]=1)[C:3]([OH:5])=[O:4].[OH-].[Li+].O. Given the product [C:30]([O:29][C:27]([NH:26][C@H:25]([C:24]([NH:23][C@@H:10]([C:11](=[O:22])[NH:12][CH2:13][CH2:14][CH2:15][C:16]1[CH:21]=[CH:20][CH:19]=[CH:18][CH:17]=1)[CH2:9][CH2:8][CH2:7][CH2:6][CH2:2][C:3]([OH:5])=[O:4])=[O:44])[CH2:34][C:35]1[C:40]([CH3:41])=[CH:39][C:38]([OH:42])=[CH:37][C:36]=1[CH3:43])=[O:28])([CH3:33])([CH3:31])[CH3:32], predict the reactants needed to synthesize it. (4) The reactants are: [Cl:1][C:2]1[C:10]2[N:6]([C:7]([CH2:14][CH2:15][O:16][CH3:17])=[CH:8][C:9]=2[C:11]([OH:13])=O)[CH:5]=[CH:4][CH:3]=1.[NH2:18][CH2:19][CH2:20][C:21]1([OH:26])[CH2:25][CH2:24][CH2:23][CH2:22]1.Cl.CN(C)CCCN=C=NCC.N1(O)C2C=CC=CC=2N=N1.C(N(C(C)C)C(C)C)C. Given the product [Cl:1][C:2]1[C:10]2[N:6]([C:7]([CH2:14][CH2:15][O:16][CH3:17])=[CH:8][C:9]=2[C:11]([NH:18][CH2:19][CH2:20][C:21]2([OH:26])[CH2:25][CH2:24][CH2:23][CH2:22]2)=[O:13])[CH:5]=[CH:4][CH:3]=1, predict the reactants needed to synthesize it.